From a dataset of Full USPTO retrosynthesis dataset with 1.9M reactions from patents (1976-2016). Predict the reactants needed to synthesize the given product. (1) Given the product [CH:27]1[CH:28]=[CH:29][C:30]([S:50]([OH:53])(=[O:51])=[O:52])=[C:31](/[C:33](/[C:34]2[CH:35]=[CH:36][C:37]([OH:38])=[C:39]([OH:41])[CH:40]=2)=[C:42]2\[CH:43]=[CH:44][C:45]([C:46]([OH:48])=[CH:47]\2)=[O:49])[CH:32]=1.[Mo:55], predict the reactants needed to synthesize it. The reactants are: C(O)(=O)CCC(O)=O.C([O-])(=O)C([O-])=O.[Na+].[Na+].C([O-])(=O)C1C=CC=CC=1.[Na+].[CH:27]1[CH:28]=[CH:29][C:30]([S:50]([OH:53])(=[O:52])=[O:51])=[C:31](/[C:33](/[C:42]2[CH:43]=[CH:44][C:45]([OH:49])=[C:46]([OH:48])[CH:47]=2)=[C:34]2\[CH:35]=[CH:36][C:37]([C:39]([OH:41])=[CH:40]\2)=[O:38])[CH:32]=1.[O-][Mo:55]([O-])(=O)=O.[Na+].[Na+].Cl. (2) Given the product [CH3:19][O:21][C:3]1[C:8]2[N:9]([CH3:13])[C:10]([NH2:12])=[N:11][C:7]=2[CH:6]=[CH:5][CH:4]=1, predict the reactants needed to synthesize it. The reactants are: Br.Br[C:3]1[C:8]2[N:9]([CH3:13])[C:10](=[NH:12])[NH:11][C:7]=2[CH:6]=[CH:5][CH:4]=1.C[O-].[Na+].CO.[C:19](OCC)(=[O:21])C. (3) Given the product [CH2:4]([N:3]([C:10]1[CH:15]=[CH:14][CH:13]=[CH:12][C:11]=1[O:16][CH3:17])[CH2:19][CH2:18][OH:21])[CH3:5], predict the reactants needed to synthesize it. The reactants are: [OH-].[Na+].[NH2:3][CH2:4][CH2:5]CCO.I[C:10]1[CH:15]=[CH:14][CH:13]=[CH:12][C:11]=1[O:16][CH3:17].[CH:18]([OH:21])(C)[CH3:19]. (4) Given the product [C:21]1([NH:20][S:9]([C:8]2[CH:13]=[CH:14][C:5]([NH:4][C:1](=[O:3])[CH3:2])=[CH:6][CH:7]=2)(=[O:11])=[O:10])[CH:26]=[CH:25][CH:24]=[CH:23][CH:22]=1, predict the reactants needed to synthesize it. The reactants are: [C:1]([NH:4][C:5]1[CH:14]=[CH:13][C:8]([S:9](Cl)(=[O:11])=[O:10])=[CH:7][CH:6]=1)(=[O:3])[CH3:2].C([O-])(=O)C.[Na+].[NH2:20][C:21]1[CH:26]=[CH:25][CH:24]=[CH:23][CH:22]=1.